Dataset: Forward reaction prediction with 1.9M reactions from USPTO patents (1976-2016). Task: Predict the product of the given reaction. (1) Given the reactants [F:1][C:2]([F:18])([F:17])[O:3][C:4]1[CH:16]=[CH:15][C:7]([CH2:8][N:9]2[CH2:14][CH2:13][NH:12][CH2:11][CH2:10]2)=[CH:6][CH:5]=1.C(N(CC)CC)C.[Br:26][C:27]1[CH:28]=[C:29]([CH2:37][C:38]([O:40][CH3:41])=[O:39])[CH:30]=[C:31]([S:33](Cl)(=[O:35])=[O:34])[CH:32]=1, predict the reaction product. The product is: [Br:26][C:27]1[CH:28]=[C:29]([CH2:37][C:38]([O:40][CH3:41])=[O:39])[CH:30]=[C:31]([S:33]([N:12]2[CH2:13][CH2:14][N:9]([CH2:8][C:7]3[CH:15]=[CH:16][C:4]([O:3][C:2]([F:1])([F:17])[F:18])=[CH:5][CH:6]=3)[CH2:10][CH2:11]2)(=[O:35])=[O:34])[CH:32]=1. (2) The product is: [Cl:42][C:43]1[CH:44]=[C:45]([C:29]2[CH:30]=[C:31]3[C:26](=[CH:27][CH:28]=2)[CH:25]=[C:24]([C@@H:8]2[C@@H:9]([OH:20])[C@@H:10]([OH:16])[C@H:11]([OH:12])[C@@H:6]([CH2:5][OH:4])[O:7]2)[CH:33]=[CH:32]3)[CH:46]=[C:47]([Cl:49])[CH:48]=1. Given the reactants C([O:4][CH2:5][C@@H:6]1[C@@H:11]([O:12]C(=O)C)[C@H:10]([O:16]C(=O)C)[C@H:9]([O:20]C(=O)C)[C@@H:8]([C:24]2[CH:33]=[CH:32][C:31]3[C:26](=[CH:27][CH:28]=[C:29](OS(C(F)(F)F)(=O)=O)[CH:30]=3)[CH:25]=2)[O:7]1)(=O)C.[Cl:42][C:43]1[CH:44]=[C:45](B(O)O)[CH:46]=[C:47]([Cl:49])[CH:48]=1, predict the reaction product. (3) Given the reactants [C:1]([O:5][C:6](=[O:38])[NH:7][C:8]1([C:12]2[CH:17]=[CH:16][C:15]([C:18]3[C:19](=[O:37])[C:20]4[C:25]([O:26][C:27]=3[C:28]3[CH:33]=[CH:32][CH:31]=[CH:30][CH:29]=3)=[C:24]3[NH:34][N:35]=[CH:36][C:23]3=[CH:22][CH:21]=4)=[CH:14][CH:13]=2)[CH2:11][CH2:10][CH2:9]1)([CH3:4])([CH3:3])[CH3:2].[Cl:39][O-].[Na+].CCOC(C)=O.O, predict the reaction product. The product is: [C:1]([O:5][C:6](=[O:38])[NH:7][C:8]1([C:12]2[CH:13]=[CH:14][C:15]([C:18]3[C:19](=[O:37])[C:20]4[C:25]([O:26][C:27]=3[C:28]3[CH:29]=[CH:30][CH:31]=[CH:32][CH:33]=3)=[C:24]3[NH:34][N:35]=[C:36]([Cl:39])[C:23]3=[CH:22][CH:21]=4)=[CH:16][CH:17]=2)[CH2:11][CH2:10][CH2:9]1)([CH3:4])([CH3:2])[CH3:3]. (4) Given the reactants [NH2:1][NH:2][C:3]([C:5]1[C:14]2[C:9](=[CH:10][CH:11]=[CH:12][CH:13]=2)[CH:8]=[CH:7][N:6]=1)=[NH:4].[OH:15][C:16]1[CH:23]=[CH:22][C:21]([OH:24])=[CH:20][C:17]=1[CH:18]=O, predict the reaction product. The product is: [OH:24][C:21]1[CH:22]=[CH:23][C:16]([OH:15])=[C:17]([C:18]2[NH:1][N:2]=[C:3]([C:5]3[C:14]4[C:9](=[CH:10][CH:11]=[CH:12][CH:13]=4)[CH:8]=[CH:7][N:6]=3)[N:4]=2)[CH:20]=1. (5) Given the reactants [C:1]([C:5]1[CH:6]=[C:7]2[C:12](=[C:13](F)[CH:14]=1)[C:11](=[O:16])[N:10]([CH2:17]C1C=CC(C3C=CN=C4NC(C5C=NN(C)C=5)=NC=34)=CC=1F)N=[CH:8]2)([CH3:4])([CH3:3])[CH3:2].C(C1C=C2C(=CC=1)C(=O)NCC2)(C)(C)C.[Br:55][C:56]1[CH:63]=[CH:62][C:59]([CH2:60]Br)=[CH:58][CH:57]=1.C(=O)([O-])[O-].[Cs+].[Cs+].C(#N)C, predict the reaction product. The product is: [Br:55][C:56]1[CH:63]=[CH:62][C:59]([CH2:60][N:10]2[CH2:17][CH2:8][C:7]3[C:12](=[CH:13][CH:14]=[C:5]([C:1]([CH3:2])([CH3:4])[CH3:3])[CH:6]=3)[C:11]2=[O:16])=[CH:58][CH:57]=1.